This data is from NCI-60 drug combinations with 297,098 pairs across 59 cell lines. The task is: Regression. Given two drug SMILES strings and cell line genomic features, predict the synergy score measuring deviation from expected non-interaction effect. (1) Drug 1: C1=NC(=NC(=O)N1C2C(C(C(O2)CO)O)O)N. Cell line: MOLT-4. Drug 2: CCC1(C2=C(COC1=O)C(=O)N3CC4=CC5=C(C=CC(=C5CN(C)C)O)N=C4C3=C2)O.Cl. Synergy scores: CSS=66.1, Synergy_ZIP=-0.361, Synergy_Bliss=-1.06, Synergy_Loewe=-11.1, Synergy_HSA=-0.537. (2) Drug 1: C1CCC(C1)C(CC#N)N2C=C(C=N2)C3=C4C=CNC4=NC=N3. Drug 2: CC12CCC3C(C1CCC2O)C(CC4=C3C=CC(=C4)O)CCCCCCCCCS(=O)CCCC(C(F)(F)F)(F)F. Cell line: SN12C. Synergy scores: CSS=5.99, Synergy_ZIP=-3.18, Synergy_Bliss=-1.75, Synergy_Loewe=-0.129, Synergy_HSA=0.0483. (3) Drug 1: C1CC(=O)NC(=O)C1N2CC3=C(C2=O)C=CC=C3N. Drug 2: CCC1(CC2CC(C3=C(CCN(C2)C1)C4=CC=CC=C4N3)(C5=C(C=C6C(=C5)C78CCN9C7C(C=CC9)(C(C(C8N6C)(C(=O)OC)O)OC(=O)C)CC)OC)C(=O)OC)O.OS(=O)(=O)O. Cell line: RPMI-8226. Synergy scores: CSS=44.8, Synergy_ZIP=6.51, Synergy_Bliss=6.50, Synergy_Loewe=8.30, Synergy_HSA=8.54. (4) Drug 1: CC(C)CN1C=NC2=C1C3=CC=CC=C3N=C2N. Drug 2: B(C(CC(C)C)NC(=O)C(CC1=CC=CC=C1)NC(=O)C2=NC=CN=C2)(O)O. Cell line: HL-60(TB). Synergy scores: CSS=51.0, Synergy_ZIP=-1.09, Synergy_Bliss=1.05, Synergy_Loewe=0.377, Synergy_HSA=0.462. (5) Drug 1: COC1=C(C=C2C(=C1)N=CN=C2NC3=CC(=C(C=C3)F)Cl)OCCCN4CCOCC4. Drug 2: CCC(=C(C1=CC=CC=C1)C2=CC=C(C=C2)OCCN(C)C)C3=CC=CC=C3.C(C(=O)O)C(CC(=O)O)(C(=O)O)O. Cell line: HOP-62. Synergy scores: CSS=7.49, Synergy_ZIP=-1.57, Synergy_Bliss=4.11, Synergy_Loewe=-2.66, Synergy_HSA=-1.09. (6) Drug 1: CC1=CC2C(CCC3(C2CCC3(C(=O)C)OC(=O)C)C)C4(C1=CC(=O)CC4)C. Drug 2: CC1=C(C(=O)C2=C(C1=O)N3CC4C(C3(C2COC(=O)N)OC)N4)N. Cell line: OVCAR-4. Synergy scores: CSS=-0.943, Synergy_ZIP=-1.77, Synergy_Bliss=-3.66, Synergy_Loewe=-10.4, Synergy_HSA=-3.78.